This data is from Reaction yield outcomes from USPTO patents with 853,638 reactions. The task is: Predict the reaction yield, written as a fraction of the theoretical maximum amount of product (1.0 means a 100% yield; for example, 0.34 means a 34% yield). (1) The reactants are CC(C)([O-])C.[K+].[Cl:7][C:8]1[N:9]=[CH:10][C:11]2[CH2:12][CH2:13][CH2:14][CH2:15][C:16]=2[CH:17]=1.[N:18](OC(C)(C)C)=[O:19]. The catalyst is C1COCC1. The product is [Cl:7][C:8]1[N:9]=[CH:10][C:11]2[CH2:12][CH2:13][CH2:14][C:15](=[N:18][OH:19])[C:16]=2[CH:17]=1. The yield is 0.910. (2) The reactants are O.C(O)(=O)C.[CH:6]1([N:9]2[C:18]3[C:13](=[C:14]([N+:25]([O-])=O)[C:15]([F:24])=[C:16]([F:23])[C:17]=3[O:19][CH:20]([F:22])[F:21])[C:12](=[O:28])[C:11]([C:29]([O:31]CC)=[O:30])=[CH:10]2)[CH2:8][CH2:7]1. The catalyst is [Fe].C(O)C. The product is [NH2:25][C:14]1[C:15]([F:24])=[C:16]([F:23])[C:17]([O:19][CH:20]([F:21])[F:22])=[C:18]2[C:13]=1[C:12](=[O:28])[C:11]([C:29]([OH:31])=[O:30])=[CH:10][N:9]2[CH:6]1[CH2:8][CH2:7]1. The yield is 0.845. (3) The reactants are Cl[C:2]1[C:3]2[CH:10]=[CH:9][S:8][C:4]=2[N:5]=[CH:6][N:7]=1.[OH:11][CH:12]1[CH2:17][CH2:16][NH:15][CH2:14][CH2:13]1. The catalyst is C(O)(C)C. The product is [N:5]1[C:4]2[S:8][CH:9]=[CH:10][C:3]=2[C:2]([N:15]2[CH2:16][CH2:17][CH:12]([OH:11])[CH2:13][CH2:14]2)=[N:7][CH:6]=1. The yield is 0.580. (4) The reactants are C([Cl:4])(=O)C.C(OC([N:12]1[CH2:17][CH2:16][CH2:15][CH2:14][CH:13]1[CH2:18][CH2:19][CH2:20][C:21]([O:23][CH3:24])=[O:22])=O)(C)(C)C. No catalyst specified. The product is [ClH:4].[NH:12]1[CH2:17][CH2:16][CH2:15][CH2:14][CH:13]1[CH2:18][CH2:19][CH2:20][C:21]([O:23][CH3:24])=[O:22]. The yield is 1.00. (5) The yield is 0.200. The catalyst is Cl. The reactants are [Cl:1][C:2]1[CH:11]=[C:10]2[C:5]([CH:6]=[C:7](C(O)=O)[N:8]=[CH:9]2)=[CH:4][CH:3]=1.C([N:17](CC)CC)C.C1(P(N=[N+]=[N-])(C2C=CC=CC=2)=O)C=CC=CC=1. The product is [Cl:1][C:2]1[CH:11]=[C:10]2[C:5]([CH:6]=[C:7]([NH2:17])[N:8]=[CH:9]2)=[CH:4][CH:3]=1.